This data is from Catalyst prediction with 721,799 reactions and 888 catalyst types from USPTO. The task is: Predict which catalyst facilitates the given reaction. (1) Reactant: [O:1]1[CH2:6][CH2:5][N:4]([CH2:7][CH2:8][N:9]2[CH:13]=[C:12]([C:14]3[S:22][C:21]4[C:20]([N:23]5[CH2:28][CH2:27][N:26](C(OC(C)(C)C)=O)[CH2:25][CH2:24]5)=[N:19][CH:18]=[N:17][C:16]=4[CH:15]=3)[CH:11]=[N:10]2)[CH2:3][CH2:2]1.[ClH:36]. Product: [ClH:36].[N:23]1([C:20]2[C:21]3[S:22][C:14]([C:12]4[CH:11]=[N:10][N:9]([CH2:8][CH2:7][N:4]5[CH2:3][CH2:2][O:1][CH2:6][CH2:5]5)[CH:13]=4)=[CH:15][C:16]=3[N:17]=[CH:18][N:19]=2)[CH2:28][CH2:27][NH:26][CH2:25][CH2:24]1. The catalyst class is: 10. (2) Reactant: [NH2:1][C:2]1[CH:3]=[C:4]([CH:28]2[CH2:30][CH2:29]2)[C:5]([C:18]2[CH:19]=[C:20]3[C:25](=[CH:26][CH:27]=2)[O:24][CH2:23][CH2:22][CH2:21]3)=[C:6]([CH:9]([O:14][CH:15]2[CH2:17][CH2:16]2)[C:10]([O:12][CH3:13])=[O:11])[C:7]=1[CH3:8].[C:31](OC(=O)C)(=[O:33])[CH3:32]. Product: [C:31]([NH:1][C:2]1[CH:3]=[C:4]([CH:28]2[CH2:30][CH2:29]2)[C:5]([C:18]2[CH:19]=[C:20]3[C:25](=[CH:26][CH:27]=2)[O:24][CH2:23][CH2:22][CH2:21]3)=[C:6]([CH:9]([O:14][CH:15]2[CH2:16][CH2:17]2)[C:10]([O:12][CH3:13])=[O:11])[C:7]=1[CH3:8])(=[O:33])[CH3:32]. The catalyst class is: 4. (3) Reactant: [NH2:1][C:2]1[CH:3]=[C:4]2[C:9](=[CH:10][CH:11]=1)[O:8][CH:7]([C:12](O)=[O:13])[CH2:6][CH2:5]2.[H-].[Al+3].[Li+].[H-].[H-].[H-]. Product: [NH2:1][C:2]1[CH:3]=[C:4]2[C:9](=[CH:10][CH:11]=1)[O:8][CH:7]([CH2:12][OH:13])[CH2:6][CH2:5]2. The catalyst class is: 1. (4) Reactant: [NH3:1].[CH2:2]([O:9][C:10]1[CH:15]=[CH:14][C:13]([N:16]2[C:22](=[O:23])[C:21]3[C:24](Cl)=[N:25][CH:26]=[N:27][C:20]=3[O:19][C@H:18]([CH3:29])[CH2:17]2)=[CH:12][C:11]=1[F:30])[C:3]1[CH:8]=[CH:7][CH:6]=[CH:5][CH:4]=1. Product: [NH2:1][C:24]1[C:21]2[C:22](=[O:23])[N:16]([C:13]3[CH:14]=[CH:15][C:10]([O:9][CH2:2][C:3]4[CH:8]=[CH:7][CH:6]=[CH:5][CH:4]=4)=[C:11]([F:30])[CH:12]=3)[CH2:17][C@@H:18]([CH3:29])[O:19][C:20]=2[N:27]=[CH:26][N:25]=1. The catalyst class is: 12. (5) Reactant: [C:1]([O:5][C:6]([NH:8][C@@H:9]([CH2:24][C:25]1[CH:30]=[CH:29][C:28]([O:31][CH2:32][C:33]2[CH:38]=[CH:37][CH:36]=[CH:35][CH:34]=2)=[C:27]([O:39][CH2:40][C:41]2[CH:46]=[CH:45][CH:44]=[CH:43][CH:42]=2)[CH:26]=1)[C:10]([O:12][C@H:13]([CH3:23])[CH2:14][O:15][Si](C(C)(C)C)(C)C)=[O:11])=[O:7])([CH3:4])([CH3:3])[CH3:2].F.F.F.C(N(CC)CC)C. Product: [C:1]([O:5][C:6]([NH:8][C@@H:9]([CH2:24][C:25]1[CH:30]=[CH:29][C:28]([O:31][CH2:32][C:33]2[CH:34]=[CH:35][CH:36]=[CH:37][CH:38]=2)=[C:27]([O:39][CH2:40][C:41]2[CH:46]=[CH:45][CH:44]=[CH:43][CH:42]=2)[CH:26]=1)[C:10]([O:12][C@H:13]([CH3:23])[CH2:14][OH:15])=[O:11])=[O:7])([CH3:2])([CH3:3])[CH3:4]. The catalyst class is: 7. (6) Reactant: [NH2:1][C:2]1[CH:3]=[CH:4][C:5]2[C:6]3[N:14]=[C:13]([Br:15])[CH:12]=[C:11]([C:16]([NH2:18])=[O:17])[C:7]=3[NH:8][C:9]=2[CH:10]=1.[Cl:19][CH2:20][CH2:21][O:22][CH2:23][C:24](Cl)=[O:25]. Product: [Br:15][C:13]1[CH:12]=[C:11]([C:16]([NH2:18])=[O:17])[C:7]2[NH:8][C:9]3[CH:10]=[C:2]([NH:1][C:24](=[O:25])[CH2:23][O:22][CH2:21][CH2:20][Cl:19])[CH:3]=[CH:4][C:5]=3[C:6]=2[N:14]=1. The catalyst class is: 11. (7) Reactant: [CH3:1][N:2]1[C:11]2[C:6](=[CH:7][C:8]([C:18]([F:21])([F:20])[F:19])=[C:9]([C:12]3[CH:13]=[N:14][N:15]([CH3:17])[CH:16]=3)[CH:10]=2)[N:5]([C:22]2[C:26]3[CH2:27][N:28](C(OC(C)(C)C)=O)[CH2:29][CH2:30][C:25]=3[N:24]([CH:38]3[CH2:43][CH2:42][O:41][CH2:40][CH2:39]3)[N:23]=2)[CH2:4][CH2:3]1.FC(F)(F)C(O)=O. Product: [CH3:1][N:2]1[C:11]2[C:6](=[CH:7][C:8]([C:18]([F:19])([F:21])[F:20])=[C:9]([C:12]3[CH:13]=[N:14][N:15]([CH3:17])[CH:16]=3)[CH:10]=2)[N:5]([C:22]2[C:26]3[CH2:27][NH:28][CH2:29][CH2:30][C:25]=3[N:24]([CH:38]3[CH2:43][CH2:42][O:41][CH2:40][CH2:39]3)[N:23]=2)[CH2:4][CH2:3]1. The catalyst class is: 2.